Dataset: Full USPTO retrosynthesis dataset with 1.9M reactions from patents (1976-2016). Task: Predict the reactants needed to synthesize the given product. Given the product [Cl:1][C:2]1[N:3]=[C:4]([C:9]([NH:11][C@H:12]2[CH2:17][CH2:16][N:15]([C:18]3[S:19][C:20]([C:30]([OH:32])=[O:31])=[C:21]([C:23](=[O:29])[NH:24][CH2:25][CH2:26][O:27][CH3:28])[N:22]=3)[CH2:14][C@H:13]2[O:35][CH:36]([CH3:37])[CH3:38])=[O:10])[NH:5][C:6]=1[CH2:7][CH3:8], predict the reactants needed to synthesize it. The reactants are: [Cl:1][C:2]1[N:3]=[C:4]([C:9]([NH:11][C@H:12]2[CH2:17][CH2:16][N:15]([C:18]3[S:19][C:20]([C:30]([O:32]CC)=[O:31])=[C:21]([C:23](=[O:29])[NH:24][CH2:25][CH2:26][O:27][CH3:28])[N:22]=3)[CH2:14][C@H:13]2[O:35][CH:36]([CH3:38])[CH3:37])=[O:10])[NH:5][C:6]=1[CH2:7][CH3:8].O.[OH-].[Li+].O.